Predict the product of the given reaction. From a dataset of Forward reaction prediction with 1.9M reactions from USPTO patents (1976-2016). (1) Given the reactants Cl[C:2]1[C:3]2[N:10]=[C:9]([CH2:11][CH2:12][C:13]([O:15][CH2:16][CH3:17])=[O:14])[S:8][C:4]=2[N:5]=[CH:6][N:7]=1.[NH:18]1[C:26]2[C:21](=[CH:22][C:23]([NH2:27])=[CH:24][CH:25]=2)[CH:20]=[N:19]1, predict the reaction product. The product is: [NH:18]1[C:26]2[C:21](=[CH:22][C:23]([NH:27][C:2]3[C:3]4[N:10]=[C:9]([CH2:11][CH2:12][C:13]([O:15][CH2:16][CH3:17])=[O:14])[S:8][C:4]=4[N:5]=[CH:6][N:7]=3)=[CH:24][CH:25]=2)[CH:20]=[N:19]1. (2) The product is: [F:13][C:14]1[CH:19]=[CH:18][C:17]([NH:20][C:2]2[CH:3]=[C:4]3[C:9](=[CH:10][CH:11]=2)[C:8]([OH:12])=[N:7][N:6]=[CH:5]3)=[CH:16][CH:15]=1. Given the reactants Br[C:2]1[CH:3]=[C:4]2[C:9](=[CH:10][CH:11]=1)[C:8]([OH:12])=[N:7][N:6]=[CH:5]2.[F:13][C:14]1[CH:19]=[CH:18][C:17]([NH2:20])=[CH:16][CH:15]=1.C(Cl)Cl.C[Si]([N-][Si](C)(C)C)(C)C.[Li+], predict the reaction product. (3) Given the reactants [O:1]=[C:2]1[N:6]([CH:7]2[CH2:12][CH2:11][NH:10][CH2:9][CH2:8]2)[C:5]2[CH:13]=[CH:14][CH:15]=[CH:16][C:4]=2[NH:3]1.[CH2:17]([N:24]([CH2:30][C:31]1[CH:36]=[CH:35][CH:34]=[CH:33][CH:32]=1)[CH2:25][CH2:26][CH2:27][CH:28]=O)[C:18]1[CH:23]=[CH:22][CH:21]=[CH:20][CH:19]=1, predict the reaction product. The product is: [CH2:30]([N:24]([CH2:17][C:18]1[CH:19]=[CH:20][CH:21]=[CH:22][CH:23]=1)[CH2:25][CH2:26][CH2:27][CH2:28][N:10]1[CH2:9][CH2:8][CH:7]([N:6]2[C:5]3[CH:13]=[CH:14][CH:15]=[CH:16][C:4]=3[NH:3][C:2]2=[O:1])[CH2:12][CH2:11]1)[C:31]1[CH:36]=[CH:35][CH:34]=[CH:33][CH:32]=1. (4) Given the reactants [NH2:1][C:2]1[CH:26]=[CH:25][C:5]([C:6]([C:9]2C=CC([C:15](C)(C)[C:16]3[CH:21]=[CH:20][C:19](N)=[CH:18][CH:17]=3)=CC=2)([CH3:8])C)=[CH:4][CH:3]=1.C[N:28](C)[C:29](=[O:31])[CH3:30].[CH2:33]1[CH:38]2[C:39]([O:41][C:42](=[O:43])[CH:37]2[CH2:36][CH:35]2[C:44]([O:46][C:47](=O)[CH:34]12)=O)=[O:40].[C:49]1(=[O:54])[O:53]CCC1, predict the reaction product. The product is: [CH3:36][C:35]1([CH3:44])[C:34]2[CH:47]=[C:29]([NH2:28])[CH:30]=[CH:38][C:33]=2[C:6]([C:5]2[CH:25]=[CH:26][C:2]([NH2:1])=[CH:3][CH:4]=2)([CH3:8])[CH2:9]1.[CH:20]1[C:19]([C:44]([C:35]2[CH:34]=[CH:33][C:38]3[C:39]([O:41][C:42](=[O:43])[C:37]=3[CH:36]=2)=[O:40])=[O:46])=[CH:18][C:17]2[C:49]([O:53][C:15](=[O:31])[C:16]=2[CH:21]=1)=[O:54]. (5) Given the reactants [F:1][C:2]1[CH:7]=[CH:6][CH:5]=[CH:4][C:3]=1[C:8](=O)[CH2:9][CH3:10].[NH2:12][C:13]1[CH:21]=[CH:20][CH:19]=[C:18]([F:22])[C:14]=1[C:15](O)=O.P(Cl)(Cl)([Cl:25])=O, predict the reaction product. The product is: [Cl:25][C:15]1[C:14]2[C:13](=[CH:21][CH:20]=[CH:19][C:18]=2[F:22])[N:12]=[C:8]([C:3]2[CH:4]=[CH:5][CH:6]=[CH:7][C:2]=2[F:1])[C:9]=1[CH3:10]. (6) The product is: [CH2:23]([N:25]([CH2:26][CH3:27])[C:18]([C:12]1[S:13][C:14]2[CH2:15][CH2:16][O:17][C:8]3[CH:7]=[C:6]([C:4]4[CH:5]=[N:1][NH:2][CH:3]=4)[CH:22]=[CH:21][C:9]=3[C:10]=2[N:11]=1)=[O:20])[CH3:24]. Given the reactants [NH:1]1[CH:5]=[C:4]([C:6]2[CH:22]=[CH:21][C:9]3[C:10]4[N:11]=[C:12]([C:18]([OH:20])=O)[S:13][C:14]=4[CH2:15][CH2:16][O:17][C:8]=3[CH:7]=2)[CH:3]=[N:2]1.[CH2:23]([NH:25][CH2:26][CH3:27])[CH3:24], predict the reaction product. (7) Given the reactants [Cl:1][C:2]1[C:7]([Cl:8])=[CH:6][CH:5]=[CH:4][C:3]=1[S:9]([N:12]([CH2:36][O:37][CH2:38][CH2:39][Si:40]([CH3:43])([CH3:42])[CH3:41])[C:13]1[N:14]=[CH:15][C:16]([S:21][CH2:22][C@@H:23]([C:32](OC)=[O:33])[NH:24][C:25]([O:27][C:28]([CH3:31])([CH3:30])[CH3:29])=[O:26])=[N:17][C:18]=1[O:19][CH3:20])(=[O:11])=[O:10].C([BH-](CC)CC)C.[Li+].[Cl-].[NH4+], predict the reaction product. The product is: [Cl:1][C:2]1[C:7]([Cl:8])=[CH:6][CH:5]=[CH:4][C:3]=1[S:9]([N:12]([CH2:36][O:37][CH2:38][CH2:39][Si:40]([CH3:43])([CH3:42])[CH3:41])[C:13]1[N:14]=[CH:15][C:16]([S:21][CH2:22][C@H:23]([NH:24][C:25](=[O:26])[O:27][C:28]([CH3:31])([CH3:30])[CH3:29])[CH2:32][OH:33])=[N:17][C:18]=1[O:19][CH3:20])(=[O:10])=[O:11]. (8) The product is: [CH3:1][O:2][C:3]([C:5]1([S:11]([C:14]2[CH:15]=[CH:16][C:17]([O:20][CH2:21][C:22]#[C:23][CH3:24])=[CH:18][CH:19]=2)(=[O:13])=[O:12])[CH2:10][CH2:9][N:8]([C:32](=[O:39])[C:33]2[CH:38]=[CH:37][CH:36]=[CH:35][CH:34]=2)[CH2:7][CH2:6]1)=[O:4]. Given the reactants [CH3:1][O:2][C:3]([C:5]1([S:11]([C:14]2[CH:19]=[CH:18][C:17]([O:20][CH2:21][C:22]#[C:23][CH3:24])=[CH:16][CH:15]=2)(=[O:13])=[O:12])[CH2:10][CH2:9][NH:8][CH2:7][CH2:6]1)=[O:4].C(N(CC)CC)C.[C:32](Cl)(=[O:39])[C:33]1[CH:38]=[CH:37][CH:36]=[CH:35][CH:34]=1.CN(C1C=CC=CN=1)C, predict the reaction product. (9) Given the reactants Br[C:2]1[C:15]2[S:14][C:13]3[C:8](=[CH:9][CH:10]=[CH:11][C:12]=3Br)[S:7][C:6]=2[CH:5]=[CH:4][CH:3]=1.C([Sn]([C:30]1[S:31][CH:32]=[CH:33][CH:34]=1)(CCCC)CCCC)CCC, predict the reaction product. The product is: [S:31]1[CH:32]=[CH:33][CH:34]=[C:30]1[C:2]1[C:15]2[S:14][C:13]3[C:8](=[CH:9][CH:10]=[CH:11][C:12]=3[C:32]3[S:31][CH:30]=[CH:34][CH:33]=3)[S:7][C:6]=2[CH:5]=[CH:4][CH:3]=1. (10) Given the reactants [Cl:1][C:2]1[CH:3]=[CH:4][C:5]([OH:25])=[C:6]([C:8]2[CH:13]=[CH:12][CH:11]=[CH:10][C:9]=2[C:14]2[N:19]=[C:18]([C:20]([O:22][CH2:23][CH3:24])=[O:21])[CH:17]=[CH:16][CH:15]=2)[CH:7]=1.[Cl:26][C:27](=[CH2:30])[CH2:28]O.C1(P(C2C=CC=CC=2)C2C=CC=CC=2)C=CC=CC=1.N(C(OC(C)C)=O)=NC(OC(C)C)=O, predict the reaction product. The product is: [Cl:1][C:2]1[CH:3]=[CH:4][C:5]([O:25][CH2:30][C:27]([Cl:26])=[CH2:28])=[C:6]([C:8]2[CH:13]=[CH:12][CH:11]=[CH:10][C:9]=2[C:14]2[N:19]=[C:18]([C:20]([O:22][CH2:23][CH3:24])=[O:21])[CH:17]=[CH:16][CH:15]=2)[CH:7]=1.